Dataset: Forward reaction prediction with 1.9M reactions from USPTO patents (1976-2016). Task: Predict the product of the given reaction. (1) Given the reactants [F:1][C:2]1[C:7]([F:8])=[CH:6][CH:5]=[CH:4][C:3]=1[CH2:9][C:10]([OH:12])=O.[C:13](Cl)(=O)[C:14](Cl)=O.[Cl-].[Al+3].[Cl-].[Cl-].Cl, predict the reaction product. The product is: [F:8][C:7]1[C:2]([F:1])=[C:3]2[C:4]([CH2:13][CH2:14][C:10](=[O:12])[CH2:9]2)=[CH:5][CH:6]=1. (2) Given the reactants [Cl:1][C:2]1[CH:8]=[C:7]([Cl:9])[CH:6]=[CH:5][C:3]=1[NH2:4].[C:10](Cl)(Cl)=[S:11].C(N(C(C)C)C(C)C)C, predict the reaction product. The product is: [Cl:1][C:2]1[CH:8]=[C:7]([Cl:9])[CH:6]=[CH:5][C:3]=1[N:4]=[C:10]=[S:11]. (3) Given the reactants F[C:2]1[CH:27]=[C:26](S(C)(=O)=O)[C:25](F)=[CH:24][C:3]=1[CH2:4][N:5]1[CH2:9][CH2:8][N:7]([CH:10]2[CH2:15][CH2:14][N:13]([C:16]([O:18][C:19]([CH3:22])([CH3:21])[CH3:20])=[O:17])[CH2:12][CH2:11]2)[C:6]1=[O:23].BrC1C(F)=CC(C=O)=C(F)C=1.[CH:44]([O:46][C:47](C)(C)C)=[O:45], predict the reaction product. The product is: [CH3:47][O:46][C:44]([C:26]1[CH:25]=[CH:24][C:3]([CH2:4][N:5]2[CH2:9][CH2:8][N:7]([CH:10]3[CH2:15][CH2:14][N:13]([C:16]([O:18][C:19]([CH3:22])([CH3:21])[CH3:20])=[O:17])[CH2:12][CH2:11]3)[C:6]2=[O:23])=[CH:2][CH:27]=1)=[O:45]. (4) Given the reactants C([O:3][C:4](=[O:31])[C:5]([CH3:30])([CH3:29])[CH2:6][C:7]1[CH:12]=[CH:11][CH:10]=[C:9]([O:13][C:14]2[CH:19]=[CH:18][CH:17]=[C:16]([CH2:20][C:21]([C:24]([O:26]CC)=[O:25])([CH3:23])[CH3:22])[CH:15]=2)[CH:8]=1)C.[OH-].[K+], predict the reaction product. The product is: [C:24]([C:21]([CH3:23])([CH3:22])[CH2:20][C:16]1[CH:15]=[C:14]([CH:19]=[CH:18][CH:17]=1)[O:13][C:9]1[CH:8]=[C:7]([CH2:6][C:5]([CH3:30])([CH3:29])[C:4]([OH:31])=[O:3])[CH:12]=[CH:11][CH:10]=1)([OH:26])=[O:25].